Dataset: Catalyst prediction with 721,799 reactions and 888 catalyst types from USPTO. Task: Predict which catalyst facilitates the given reaction. Reactant: [ClH:1].O1CCOCC1.[NH2:8][C@:9]([CH3:32])([CH2:12][CH2:13][C:14]1[N:15]([CH3:31])[C:16]([C:19](=[O:30])[CH2:20][CH2:21][CH2:22][C:23]2[CH:28]=[CH:27][C:26]([CH3:29])=[CH:25][CH:24]=2)=[CH:17][CH:18]=1)[CH2:10][OH:11]. Product: [ClH:1].[NH2:8][C@:9]([CH3:32])([CH2:12][CH2:13][C:14]1[N:15]([CH3:31])[C:16]([C:19](=[O:30])[CH2:20][CH2:21][CH2:22][C:23]2[CH:28]=[CH:27][C:26]([CH3:29])=[CH:25][CH:24]=2)=[CH:17][CH:18]=1)[CH2:10][OH:11]. The catalyst class is: 5.